This data is from Forward reaction prediction with 1.9M reactions from USPTO patents (1976-2016). The task is: Predict the product of the given reaction. (1) Given the reactants [Cl:1][C:2]1[CH:9]=[CH:8][C:5]([CH:6]=O)=[CH:4][CH:3]=1.[C:10]([OH:16])(=[O:15])[CH2:11]C(O)=O.C([O-])(=O)C.[NH4+:21], predict the reaction product. The product is: [NH2:21][CH:6]([C:5]1[CH:8]=[CH:9][C:2]([Cl:1])=[CH:3][CH:4]=1)[CH2:11][C:10]([OH:16])=[O:15]. (2) Given the reactants [CH:1]([C:4]1[CH:5]=[C:6]2[S:12][C:11]([NH:13][CH2:14][C:15]3[CH:20]=[CH:19][C:18]([O:21][CH3:22])=[CH:17][CH:16]=3)=[C:10]([C:23]([O:25]CC)=[O:24])[C:7]2=[N:8][CH:9]=1)([CH3:3])[CH3:2].O.[Li+].[OH-].Cl, predict the reaction product. The product is: [CH:1]([C:4]1[CH:5]=[C:6]2[S:12][C:11]([NH:13][CH2:14][C:15]3[CH:20]=[CH:19][C:18]([O:21][CH3:22])=[CH:17][CH:16]=3)=[C:10]([C:23]([OH:25])=[O:24])[C:7]2=[N:8][CH:9]=1)([CH3:3])[CH3:2]. (3) Given the reactants CS([C:5]1[N:10]=[C:9]([O:11][CH3:12])[C:8]([S:13]([C:16]([F:19])([F:18])[F:17])(=[O:15])=[O:14])=[C:7]([C:20]2[CH:25]=[CH:24][C:23]([Cl:26])=[CH:22][C:21]=2[Cl:27])[N:6]=1)(=O)=O.C([Li])CCC.[F:33][C:34]1[CH:35]=[C:36]([OH:41])[CH:37]=[CH:38][C:39]=1[F:40].[Cl-].[NH4+], predict the reaction product. The product is: [F:33][C:34]1[CH:35]=[C:36]([CH:37]=[CH:38][C:39]=1[F:40])[O:41][C:5]1[N:10]=[C:9]([O:11][CH3:12])[C:8]([S:13]([C:16]([F:19])([F:18])[F:17])(=[O:15])=[O:14])=[C:7]([C:20]2[CH:25]=[CH:24][C:23]([Cl:26])=[CH:22][C:21]=2[Cl:27])[N:6]=1. (4) The product is: [Cl:5][C:6]1[CH:14]=[CH:13][C:9]([C:10]2[N:12]=[C:17]([OH:18])[CH:16]=[C:15]([OH:22])[N:11]=2)=[CH:8][CH:7]=1. Given the reactants [O-]CC.[Na+].[Cl:5][C:6]1[CH:14]=[CH:13][C:9]([C:10]([NH2:12])=[NH:11])=[CH:8][CH:7]=1.[C:15](OCC)(=[O:22])[CH2:16][C:17](OCC)=[O:18].Cl, predict the reaction product.